From a dataset of Full USPTO retrosynthesis dataset with 1.9M reactions from patents (1976-2016). Predict the reactants needed to synthesize the given product. (1) Given the product [CH2:1]([O:8][C:9]1[CH:10]=[C:11]2[C:15](=[CH:16][CH:17]=1)[N:14]([CH3:21])[C:13]([NH2:18])=[C:12]2[C:19]#[N:20])[C:2]1[CH:7]=[CH:6][CH:5]=[CH:4][CH:3]=1, predict the reactants needed to synthesize it. The reactants are: [CH2:1]([O:8][C:9]1[CH:10]=[C:11]2[C:15](=[CH:16][CH:17]=1)[NH:14][C:13]([NH2:18])=[C:12]2[C:19]#[N:20])[C:2]1[CH:7]=[CH:6][CH:5]=[CH:4][CH:3]=1.[C:21]([O-])([O-])=O.[Cs+].[Cs+].CI.O. (2) Given the product [C:1]([C:5]1[CH:6]=[CH:7][C:8]([OH:18])=[C:9]([C:11]2[CH:16]=[CH:15][C:14]([CH3:17])=[CH:13][N:12]=2)[CH:10]=1)([CH3:4])([CH3:3])[CH3:2], predict the reactants needed to synthesize it. The reactants are: [C:1]([C:5]1[CH:6]=[CH:7][C:8]([O:18]C)=[C:9]([C:11]2[CH:16]=[CH:15][C:14]([CH3:17])=[CH:13][N:12]=2)[CH:10]=1)([CH3:4])([CH3:3])[CH3:2].B(Br)(Br)Br.CO.C(=O)([O-])O.[Na+]. (3) Given the product [Cl:1][C:2]1[CH:7]=[C:6]([F:8])[CH:5]=[CH:4][C:3]=1[NH:9][S:33]([C@H:25]1[C:26]([C:39]([O:40][CH2:44][CH3:45])=[O:42])=[CH:27][CH2:28][O:31][CH2:29]1)(=[O:36])=[O:34], predict the reactants needed to synthesize it. The reactants are: [Cl:1][C:2]1[CH:7]=[C:6]([F:8])[CH:5]=[CH:4][C:3]=1[NH:9]S[C@H]1C(C(OCC)=O)=CCOC1.ClC1[CH:28]=[CH:27][CH:26]=[C:25]([C:29]([O:31]O)=O)C=1.[S:33]([O-:36])([O-])=[O:34].[Na+].[Na+].[C:39](=[O:42])([O-])[OH:40].[Na+].[C:44](OCC)(=O)[CH3:45]. (4) The reactants are: [Cl:1][C:2]1[CH:7]=[CH:6][CH:5]=[CH:4][C:3]=1[N:8]1[C:12]([S:13]([C:16]2[CH:17]=[N:18][C:19](Cl)=[CH:20][CH:21]=2)(=[O:15])=[O:14])=[CH:11][C:10]([CH2:23][N:24]([CH3:32])[C:25](=[O:31])[O:26][C:27]([CH3:30])([CH3:29])[CH3:28])=[N:9]1.[CH3:33][O-:34].[Na+].CO. Given the product [Cl:1][C:2]1[CH:7]=[CH:6][CH:5]=[CH:4][C:3]=1[N:8]1[C:12]([S:13]([C:16]2[CH:17]=[N:18][C:19]([O:34][CH3:33])=[CH:20][CH:21]=2)(=[O:15])=[O:14])=[CH:11][C:10]([CH2:23][N:24]([CH3:32])[C:25](=[O:31])[O:26][C:27]([CH3:30])([CH3:28])[CH3:29])=[N:9]1, predict the reactants needed to synthesize it.